From a dataset of Forward reaction prediction with 1.9M reactions from USPTO patents (1976-2016). Predict the product of the given reaction. Given the reactants [CH3:1][O:2][C:3]1[CH:8]=[CH:7][CH:6]=[CH:5][C:4]=1[C:9]1[C:10]2[N:11]([N:15]=[C:16]([NH:18][C:19]3[CH:33]=[CH:32][C:22]4[CH2:23][CH2:24][N:25]([CH2:28][CH2:29]SC)[CH2:26][CH2:27][C:21]=4[CH:20]=3)[N:17]=2)[CH:12]=[CH:13][CH:14]=1.O[O:35][S:36]([O-:38])=O.[K+].[CH3:40]O, predict the reaction product. The product is: [CH3:40][S:36]([CH2:29][CH2:28][N:25]1[CH2:24][CH2:23][C:22]2[CH:32]=[CH:33][C:19]([NH:18][C:16]3[N:17]=[C:10]4[C:9]([C:4]5[CH:5]=[CH:6][CH:7]=[CH:8][C:3]=5[O:2][CH3:1])=[CH:14][CH:13]=[CH:12][N:11]4[N:15]=3)=[CH:20][C:21]=2[CH2:27][CH2:26]1)(=[O:38])=[O:35].